Dataset: Peptide-MHC class II binding affinity with 134,281 pairs from IEDB. Task: Regression. Given a peptide amino acid sequence and an MHC pseudo amino acid sequence, predict their binding affinity value. This is MHC class II binding data. (1) The peptide sequence is RGKVVLIDFWAYSCI. The MHC is DRB1_1101 with pseudo-sequence DRB1_1101. The binding affinity (normalized) is 0.0162. (2) The peptide sequence is NDAIKASTGGAYESY. The MHC is DRB1_1201 with pseudo-sequence DRB1_1201. The binding affinity (normalized) is 0.599. (3) The binding affinity (normalized) is 0.220. The MHC is DRB1_1501 with pseudo-sequence DRB1_1501. The peptide sequence is THMMIWHSNLNDTTY. (4) The peptide sequence is AQLSQLISLLPSTLQ. The MHC is DRB1_0701 with pseudo-sequence DRB1_0701. The binding affinity (normalized) is 0.502. (5) The peptide sequence is TQPSEMETLKKAGLI. The MHC is DRB1_0101 with pseudo-sequence DRB1_0101. The binding affinity (normalized) is 0.516. (6) The peptide sequence is LLWDYMCISLSTAIE. The binding affinity (normalized) is 0. The MHC is DRB1_0802 with pseudo-sequence DRB1_0802. (7) The peptide sequence is GVSWMVRILIGFLVL. The MHC is DRB1_1501 with pseudo-sequence DRB1_1501. The binding affinity (normalized) is 0.524. (8) The binding affinity (normalized) is 0.178. The peptide sequence is KLVLDIKYTRPGDSL. The MHC is HLA-DQA10401-DQB10402 with pseudo-sequence HLA-DQA10401-DQB10402. (9) The peptide sequence is VTANRAELKALIASN. The MHC is HLA-DPA10301-DPB10402 with pseudo-sequence HLA-DPA10301-DPB10402. The binding affinity (normalized) is 0.206. (10) The peptide sequence is YDKFLANVCTVLTGK. The MHC is DRB1_1101 with pseudo-sequence DRB1_1101. The binding affinity (normalized) is 0.528.